The task is: Predict which catalyst facilitates the given reaction.. This data is from Catalyst prediction with 721,799 reactions and 888 catalyst types from USPTO. (1) Reactant: CN(C(ON1N=NC2C=CC=NC1=2)=[N+](C)C)C.F[P-](F)(F)(F)(F)F.C(N(CC)CC)C.[O:32]1[CH2:37][CH2:36][N:35]([C:38]2[N:39]=[CH:40][C:41]3[CH:47]=[C:46]([C:48]([OH:50])=O)[C:45](=[O:51])[NH:44][C:42]=3[N:43]=2)[CH2:34][CH2:33]1.[NH2:52][C:53]1[CH:54]=[C:55]([CH:64]=[CH:65][C:66]=1[Cl:67])[C:56]([NH:58][CH2:59][C:60]([CH3:63])([CH3:62])[CH3:61])=[O:57]. Product: [Cl:67][C:66]1[CH:65]=[CH:64][C:55]([C:56](=[O:57])[NH:58][CH2:59][C:60]([CH3:61])([CH3:63])[CH3:62])=[CH:54][C:53]=1[NH:52][C:48]([C:46]1[C:45](=[O:51])[NH:44][C:42]2[N:43]=[C:38]([N:35]3[CH2:34][CH2:33][O:32][CH2:37][CH2:36]3)[N:39]=[CH:40][C:41]=2[CH:47]=1)=[O:50]. The catalyst class is: 120. (2) Reactant: [C:1]([C:5]1[CH:10]=[CH:9][C:8]([N:11]2[CH2:19][C:18]3[C:13](=[C:14]([OH:20])[CH:15]=[CH:16][CH:17]=3)[C:12]2=[O:21])=[CH:7][CH:6]=1)([CH3:4])([CH3:3])[CH3:2].O[CH2:23][C:24]1[CH:29]=[CH:28][N:27]=[CH:26][CH:25]=1.C1C=CC(P(C2C=CC=CC=2)C2C=CC=CC=2)=CC=1.CC(OC(/N=N/C(OC(C)C)=O)=O)C. Product: [C:1]([C:5]1[CH:10]=[CH:9][C:8]([N:11]2[CH2:19][C:18]3[C:13](=[C:14]([O:20][CH2:23][C:24]4[CH:29]=[CH:28][N:27]=[CH:26][CH:25]=4)[CH:15]=[CH:16][CH:17]=3)[C:12]2=[O:21])=[CH:7][CH:6]=1)([CH3:4])([CH3:2])[CH3:3]. The catalyst class is: 1. (3) Reactant: [NH2:1][C:2]1[C:11]2=[CH:12][N:13]([CH:15]3[C:19]([OH:21])([CH3:20])[CH:18]([OH:22])[CH:17]([CH2:23][OH:24])[O:16]3)[N:14]=[C:9]3[C:10]2=[C:4]([C:5](=[O:25])[NH:6][N:7]=[CH:8]3)[CH:3]=1.C1CCC(N=C=N[CH:35]2[CH2:40][CH2:39]CCC2)CC1.[C:41]([OH:46])(=O)[CH:42]([CH3:44])[CH3:43].CN([CH:50]=[O:51])C. Product: [NH2:1][C:2]1[C:11]2=[CH:12][N:13]([CH:15]3[O:16][CH:17]([CH2:23][O:24][C:15](=[O:16])[CH:19]([CH3:20])[CH3:18])[CH:18]([O:22][C:41](=[O:46])[CH:42]([CH3:44])[CH3:43])[C:19]3([O:21][C:50](=[O:51])[CH:40]([CH3:39])[CH3:35])[CH3:20])[N:14]=[C:9]3[C:10]2=[C:4]([C:5](=[O:25])[NH:6][N:7]=[CH:8]3)[CH:3]=1. The catalyst class is: 142. (4) Reactant: Cl.[NH2:2][CH:3]([C:9]1[CH:14]=[CH:13][CH:12]=[CH:11][C:10]=1[F:15])[C:4](OCC)=[O:5].[H-].[H-].[H-].[H-].[Li+].[Al+3]. Product: [NH2:2][CH:3]([C:9]1[CH:14]=[CH:13][CH:12]=[CH:11][C:10]=1[F:15])[CH2:4][OH:5]. The catalyst class is: 1.